Dataset: NCI-60 drug combinations with 297,098 pairs across 59 cell lines. Task: Regression. Given two drug SMILES strings and cell line genomic features, predict the synergy score measuring deviation from expected non-interaction effect. Drug 1: CCC(=C(C1=CC=CC=C1)C2=CC=C(C=C2)OCCN(C)C)C3=CC=CC=C3.C(C(=O)O)C(CC(=O)O)(C(=O)O)O. Cell line: RPMI-8226. Synergy scores: CSS=-1.02, Synergy_ZIP=0.636, Synergy_Bliss=-1.09, Synergy_Loewe=-2.74, Synergy_HSA=-4.17. Drug 2: C1CN(P(=O)(OC1)NCCCl)CCCl.